This data is from Reaction yield outcomes from USPTO patents with 853,638 reactions. The task is: Predict the reaction yield, written as a fraction of the theoretical maximum amount of product (1.0 means a 100% yield; for example, 0.34 means a 34% yield). The reactants are [Na+].[C:2]([O:6][C@@H:7]([C:12]1[C:13]([CH3:32])=[CH:14][C:15]2[N:16]([CH:26]=[C:27]([C:29]([O-:31])=O)[N:28]=2)[C:17]=1[N:18]1[CH2:23][CH2:22][C:21]([CH3:25])([CH3:24])[CH2:20][CH2:19]1)[C:8]([O:10][CH3:11])=[O:9])([CH3:5])([CH3:4])[CH3:3].CCN(C(C)C)[CH:36]([CH3:38])[CH3:37].CN(C(ON1N=N[C:52]2[CH:53]=[CH:54][CH:55]=[N:56][C:51]1=2)=[N+](C)C)C.[F:59][P-](F)(F)(F)(F)F.C[N:67]([CH:69]=O)C. The catalyst is CCOC(C)=O. The product is [C:2]([O:6][C@@H:7]([C:12]1[C:13]([CH3:32])=[CH:14][C:15]2[N:16]([CH:26]=[C:27]([C:29](=[O:31])[NH:56][CH:55]([C:69]#[N:67])[CH2:54][C:53]3[CH:38]=[CH:36][C:37]([F:59])=[CH:51][CH:52]=3)[N:28]=2)[C:17]=1[N:18]1[CH2:23][CH2:22][C:21]([CH3:24])([CH3:25])[CH2:20][CH2:19]1)[C:8]([O:10][CH3:11])=[O:9])([CH3:4])([CH3:5])[CH3:3]. The yield is 0.800.